Regression. Given two drug SMILES strings and cell line genomic features, predict the synergy score measuring deviation from expected non-interaction effect. From a dataset of NCI-60 drug combinations with 297,098 pairs across 59 cell lines. (1) Drug 1: CC12CCC3C(C1CCC2=O)CC(=C)C4=CC(=O)C=CC34C. Drug 2: COC1=NC(=NC2=C1N=CN2C3C(C(C(O3)CO)O)O)N. Cell line: NCIH23. Synergy scores: CSS=27.1, Synergy_ZIP=4.85, Synergy_Bliss=5.89, Synergy_Loewe=-8.10, Synergy_HSA=5.49. (2) Drug 1: C1=CN(C(=O)N=C1N)C2C(C(C(O2)CO)O)O.Cl. Drug 2: C1=CN(C=N1)CC(O)(P(=O)(O)O)P(=O)(O)O. Cell line: MDA-MB-435. Synergy scores: CSS=20.7, Synergy_ZIP=-6.39, Synergy_Bliss=-1.37, Synergy_Loewe=-9.24, Synergy_HSA=-2.17. (3) Drug 1: C1=CC(=CC=C1CCC2=CNC3=C2C(=O)NC(=N3)N)C(=O)NC(CCC(=O)O)C(=O)O. Drug 2: CC1C(C(CC(O1)OC2CC(CC3=C2C(=C4C(=C3O)C(=O)C5=C(C4=O)C(=CC=C5)OC)O)(C(=O)C)O)N)O.Cl. Cell line: RPMI-8226. Synergy scores: CSS=38.5, Synergy_ZIP=-10.5, Synergy_Bliss=-17.0, Synergy_Loewe=-17.6, Synergy_HSA=-11.9. (4) Drug 2: COC1=NC(=NC2=C1N=CN2C3C(C(C(O3)CO)O)O)N. Synergy scores: CSS=-4.07, Synergy_ZIP=3.22, Synergy_Bliss=-0.0236, Synergy_Loewe=-6.98, Synergy_HSA=-6.93. Cell line: CAKI-1. Drug 1: CC12CCC3C(C1CCC2O)C(CC4=C3C=CC(=C4)O)CCCCCCCCCS(=O)CCCC(C(F)(F)F)(F)F. (5) Drug 1: C1=CC(=CC=C1CCC2=CNC3=C2C(=O)NC(=N3)N)C(=O)NC(CCC(=O)O)C(=O)O. Drug 2: CC1C(C(CC(O1)OC2CC(CC3=C2C(=C4C(=C3O)C(=O)C5=CC=CC=C5C4=O)O)(C(=O)C)O)N)O. Synergy scores: CSS=49.9, Synergy_ZIP=-7.01, Synergy_Bliss=-14.8, Synergy_Loewe=15.4, Synergy_HSA=-7.39. Cell line: CCRF-CEM.